Dataset: Catalyst prediction with 721,799 reactions and 888 catalyst types from USPTO. Task: Predict which catalyst facilitates the given reaction. (1) The catalyst class is: 1. Product: [CH:12]([CH:15]1[C:20]2[N:21]=[CH:22][NH:23][C:19]=2[CH2:18][CH2:17][N:16]1[C:24]([O:11][CH2:10][C:7]1[CH:6]=[CH:5][C:4]([Cl:3])=[CH:9][N:8]=1)=[O:25])([CH3:14])[CH3:13]. Reactant: [H-].[Na+].[Cl:3][C:4]1[CH:5]=[CH:6][C:7]([CH2:10][OH:11])=[N:8][CH:9]=1.[CH:12]([CH:15]1[C:20]2[N:21]=[CH:22][NH:23][C:19]=2[CH2:18][CH2:17][N:16]1[C:24](OCC(Cl)(Cl)Cl)=[O:25])([CH3:14])[CH3:13]. (2) Reactant: [Cl:1][CH2:2][C:3]([O:5][CH2:6][CH3:7])=[O:4].[CH:8](OCC)=[O:9].CC(C)([O-])C.[K+:18]. Product: [Cl:1]/[C:2](/[C:3]([O:5][CH2:6][CH3:7])=[O:4])=[CH:8]/[O-:9].[K+:18]. The catalyst class is: 740. (3) Reactant: [NH:1]1[CH2:5][CH2:4][CH2:3][C@H:2]1[C:6]([OH:8])=[O:7].C([O-])([O-])=O.[Na+].[Na+].[CH3:15][C:16]([O:19][C:20](O[C:20]([O:19][C:16]([CH3:18])([CH3:17])[CH3:15])=[O:21])=[O:21])([CH3:18])[CH3:17]. Product: [C:16]([O:19][C:20]([N:1]1[CH2:5][CH2:4][CH2:3][C@H:2]1[C:6]([OH:8])=[O:7])=[O:21])([CH3:18])([CH3:17])[CH3:15]. The catalyst class is: 20. (4) Reactant: [C:1]12([C:11]3[CH:12]=[C:13]([CH:16]=[CH:17][C:18]=3[OH:19])[CH:14]=[O:15])[CH2:10][CH:5]3[CH2:6][CH:7]([CH2:9][CH:3]([CH2:4]3)[CH2:2]1)[CH2:8]2.C([O-])([O-])=O.[K+].[K+].Br[CH:27]([CH3:29])[CH3:28]. Product: [C:1]12([C:11]3[CH:12]=[C:13]([CH:16]=[CH:17][C:18]=3[O:19][CH:27]([CH3:29])[CH3:28])[CH:14]=[O:15])[CH2:2][CH:3]3[CH2:9][CH:7]([CH2:6][CH:5]([CH2:4]3)[CH2:10]1)[CH2:8]2. The catalyst class is: 31. (5) Reactant: [NH2:1][C@@H:2]([CH2:31][CH:32]([CH3:34])[CH3:33])[C:3]([N:5]1[CH2:10][CH2:9][CH:8]([N:11]([C:17]2[CH:22]=[CH:21][C:20]([O:23][CH2:24][C:25]3[CH:30]=[CH:29][CH:28]=[CH:27][CH:26]=3)=[CH:19][CH:18]=2)[CH2:12][CH:13]=[C:14]([CH3:16])[CH3:15])[CH2:7][CH2:6]1)=[O:4].[CH3:35][C:36]([CH3:38])=O.[BH-](OC(C)=O)(OC(C)=O)OC(C)=O.[Na+]. Product: [CH2:24]([O:23][C:20]1[CH:19]=[CH:18][C:17]([N:11]([CH2:12][CH:13]=[C:14]([CH3:16])[CH3:15])[CH:8]2[CH2:9][CH2:10][N:5]([C:3](=[O:4])[C@@H:2]([NH:1][CH:36]([CH3:38])[CH3:35])[CH2:31][CH:32]([CH3:34])[CH3:33])[CH2:6][CH2:7]2)=[CH:22][CH:21]=1)[C:25]1[CH:30]=[CH:29][CH:28]=[CH:27][CH:26]=1. The catalyst class is: 91. (6) Reactant: [NH2:1][C:2]1[CH:7]=[CH:6][C:5]([C@@H:8]2[O:13][CH2:12][CH2:11][N:10]([C@@H:14]([C:16]3[CH:21]=[CH:20][CH:19]=[CH:18][CH:17]=3)[CH3:15])[CH2:9]2)=[CH:4][CH:3]=1.C(N(CC)CC)C.[C:29](Cl)(=[O:31])[CH3:30]. Product: [C:16]1([C@H:14]([N:10]2[CH2:11][CH2:12][O:13][C@@H:8]([C:5]3[CH:4]=[CH:3][C:2]([NH:1][C:29](=[O:31])[CH3:30])=[CH:7][CH:6]=3)[CH2:9]2)[CH3:15])[CH:17]=[CH:18][CH:19]=[CH:20][CH:21]=1. The catalyst class is: 7. (7) Product: [C:1]([O:5][C:6]([N:8]1[CH2:13][CH2:12][N:11]([C:14]([O:16][C:17]([CH3:20])([CH3:19])[CH3:18])=[O:15])[CH2:10][C@@H:9]1[C:21](=[O:26])[C:31]1[CH:32]=[CH:33][C:28]([F:27])=[CH:29][CH:30]=1)=[O:7])([CH3:3])([CH3:2])[CH3:4]. The catalyst class is: 1. Reactant: [C:1]([O:5][C:6]([N:8]1[CH2:13][CH2:12][N:11]([C:14]([O:16][C:17]([CH3:20])([CH3:19])[CH3:18])=[O:15])[CH2:10][C@@H:9]1[C:21](=[O:26])N(OC)C)=[O:7])([CH3:4])([CH3:3])[CH3:2].[F:27][C:28]1[CH:33]=[CH:32][C:31]([Mg]Br)=[CH:30][CH:29]=1.